From a dataset of Forward reaction prediction with 1.9M reactions from USPTO patents (1976-2016). Predict the product of the given reaction. Given the reactants [CH3:1][O:2][C:3]1[CH:4]=[C:5]2[C:9](=[CH:10][CH:11]=1)[N:8]([CH:12]([CH2:16][CH:17]([CH3:19])[CH3:18])[C:13]([OH:15])=[O:14])[C:7](=[O:20])[C:6]2=O.O.NN, predict the reaction product. The product is: [CH3:1][O:2][C:3]1[CH:4]=[C:5]2[C:9](=[CH:10][CH:11]=1)[N:8]([CH:12]([CH2:16][CH:17]([CH3:18])[CH3:19])[C:13]([OH:15])=[O:14])[C:7](=[O:20])[CH2:6]2.